Dataset: Peptide-MHC class I binding affinity with 185,985 pairs from IEDB/IMGT. Task: Regression. Given a peptide amino acid sequence and an MHC pseudo amino acid sequence, predict their binding affinity value. This is MHC class I binding data. (1) The peptide sequence is GLKRGGVLL. The MHC is HLA-B27:05 with pseudo-sequence HLA-B27:05. The binding affinity (normalized) is 0.0847. (2) The peptide sequence is AEQTDAAVKNW. The MHC is Mamu-B52 with pseudo-sequence Mamu-B52. The binding affinity (normalized) is 0.194. (3) The peptide sequence is APLAHRLGM. The MHC is HLA-A02:03 with pseudo-sequence HLA-A02:03. The binding affinity (normalized) is 0.0847. (4) The peptide sequence is SRSKPAAMY. The MHC is HLA-A26:03 with pseudo-sequence HLA-A26:03. The binding affinity (normalized) is 0.0847. (5) The peptide sequence is FLFILLLCL. The MHC is Patr-A0701 with pseudo-sequence Patr-A0701. The binding affinity (normalized) is 0.282. (6) The peptide sequence is YVRGYLRGY. The MHC is HLA-A31:01 with pseudo-sequence HLA-A31:01. The binding affinity (normalized) is 0.0847. (7) The peptide sequence is KLWASFFQG. The MHC is HLA-B46:01 with pseudo-sequence HLA-B46:01. The binding affinity (normalized) is 0.0847.